Dataset: B-cell epitopes from IEDB database with 3,159 antigens for binding position prediction. Task: Token-level Classification. Given an antigen amino acid sequence, predict which amino acid positions are active epitope sites capable of antibody binding. Output is a list of indices for active positions. Given the antigen sequence: MTATFLMSMIFGLACGQAMSFCIPTEYMMHVERKECAYCLTINTTVCAGYCMTRDVNGKLFLPKYALSQDVCTYRDFMYKTAEIPGCPRHVTPYFSYPVAISCKCGKCNTDYSDCIHEAIKTNYCTKPQKSYMVGFSI, which amino acid positions are active epitope sites? The epitope positions are: [78, 79, 80, 81, 82, 83, 84, 85, 86, 87, 88, 89, 90, 91, 92, 93]. The amino acids at these positions are: YKTAEIPGCPRHVTPY.